This data is from Full USPTO retrosynthesis dataset with 1.9M reactions from patents (1976-2016). The task is: Predict the reactants needed to synthesize the given product. (1) Given the product [CH3:2][N:1]1[C:12](=[O:13])[C:11]2[N:10]([CH2:14][C:15]([NH:42][C:43]3[CH:44]=[CH:45][C:46]([C:49]([OH:52])([CH3:50])[CH3:51])=[CH:47][CH:48]=3)=[O:17])[CH:9]=[N:8][C:7]=2[N:5]([CH3:6])[C:3]1=[O:4], predict the reactants needed to synthesize it. The reactants are: [N:1]1([C:12](=[O:13])[C:11]2[N:10]([CH2:14][C:15]([OH:17])=O)[CH:9]=[N:8][C:7]=2[N:5]([CH3:6])[C:3]1=[O:4])[CH3:2].CN(C(ON1N=NC2C=CC=NC1=2)=[N+](C)C)C.F[P-](F)(F)(F)(F)F.[NH2:42][C:43]1[CH:48]=[CH:47][C:46]([C:49]([OH:52])([CH3:51])[CH3:50])=[CH:45][CH:44]=1. (2) Given the product [CH:7]1([CH2:13][N:14]2[C:18]([C:19]3[CH:20]=[C:21]([C:29]([CH3:30])([CH3:32])[CH3:31])[CH:22]=[C:23]([C:25]([CH3:27])([CH3:28])[CH3:26])[CH:24]=3)=[CH:17][C:16]([C:33](=[O:34])[CH2:6][CH:5]=[CH2:4])=[C:15]2[CH3:39])[CH2:12][CH2:11][CH2:10][CH2:9][CH2:8]1, predict the reactants needed to synthesize it. The reactants are: II.Br[CH2:4][CH:5]=[CH2:6].[CH:7]1([CH2:13][N:14]2[C:18]([C:19]3[CH:24]=[C:23]([C:25]([CH3:28])([CH3:27])[CH3:26])[CH:22]=[C:21]([C:29]([CH3:32])([CH3:31])[CH3:30])[CH:20]=3)=[CH:17][C:16]([C:33](N(OC)C)=[O:34])=[C:15]2[CH3:39])[CH2:12][CH2:11][CH2:10][CH2:9][CH2:8]1. (3) The reactants are: Cl[CH2:2][C:3]1[C:8]([O:9][CH3:10])=[N:7][C:6]([C:11]2[CH:16]=[CH:15][CH:14]=[CH:13][CH:12]=2)=[CH:5][N:4]=1.[NH:17]1[CH:21]=[CH:20][N:19]=[C:18]1[C:22]1[S:23][CH:24]=[CH:25][N:26]=1.C([O-])([O-])=O.[K+].[K+]. Given the product [CH3:10][O:9][C:8]1[C:3]([CH2:2][N:17]2[CH:21]=[CH:20][N:19]=[C:18]2[C:22]2[S:23][CH:24]=[CH:25][N:26]=2)=[N:4][CH:5]=[C:6]([C:11]2[CH:16]=[CH:15][CH:14]=[CH:13][CH:12]=2)[N:7]=1, predict the reactants needed to synthesize it. (4) The reactants are: [F:1][C:2]1[C:11]2[O:10][CH2:9][CH:8]([CH2:12][OH:13])[O:7][C:6]=2[CH:5]=[C:4]([F:14])[CH:3]=1.[C:15]1([CH3:25])[CH:20]=[CH:19][C:18]([S:21](Cl)(=[O:23])=[O:22])=[CH:17][CH:16]=1. Given the product [CH3:25][C:15]1[CH:20]=[CH:19][C:18]([S:21]([O:13][CH2:12][CH:8]2[O:7][C:6]3[CH:5]=[C:4]([F:14])[CH:3]=[C:2]([F:1])[C:11]=3[O:10][CH2:9]2)(=[O:23])=[O:22])=[CH:17][CH:16]=1, predict the reactants needed to synthesize it.